This data is from Forward reaction prediction with 1.9M reactions from USPTO patents (1976-2016). The task is: Predict the product of the given reaction. (1) Given the reactants [CH:1]1([C:4](N)=O)[CH2:3][CH2:2]1.F[B-](F)(F)F.C([O+](CC)CC)C.[NH2:19][C:20]1[C:21]([NH:29][C@H:30]2[CH2:35][CH2:34][C@H:33]([CH2:36][C:37]#[N:38])[CH2:32][CH2:31]2)=[C:22]2[S:28][CH:27]=[CH:26][C:23]2=[N:24][CH:25]=1, predict the reaction product. The product is: [CH:1]1([C:4]2[N:29]([C@H:30]3[CH2:31][CH2:32][C@H:33]([CH2:36][C:37]#[N:38])[CH2:34][CH2:35]3)[C:21]3=[C:22]4[S:28][CH:27]=[CH:26][C:23]4=[N:24][CH:25]=[C:20]3[N:19]=2)[CH2:3][CH2:2]1. (2) Given the reactants [CH3:1][O:2][C:3]1[CH:12]=[C:11]2[C:6]([CH:7]=[CH:8][C:9]([C:13]([O:15]C)=[O:14])=[CH:10]2)=[CH:5][CH:4]=1.[OH-].[K+], predict the reaction product. The product is: [CH3:1][O:2][C:3]1[CH:12]=[C:11]2[C:6]([CH:7]=[CH:8][C:9]([C:13]([OH:15])=[O:14])=[CH:10]2)=[CH:5][CH:4]=1. (3) Given the reactants [C:1](=[O:12])(OC(Cl)(Cl)Cl)OC(Cl)(Cl)Cl.[CH3:13][CH:14]([N:16]1[CH2:21][CH2:20][NH:19][CH2:18][CH2:17]1)[CH3:15].[C@H:22]1([NH:31][C:32]2[CH:41]=[CH:40][C:39]3[C:34](=[CH:35][CH:36]=[C:37]([NH2:42])[CH:38]=3)[N:33]=2)[C:30]2[C:25](=[CH:26][CH:27]=[CH:28][CH:29]=2)[CH2:24][CH2:23]1, predict the reaction product. The product is: [C@H:22]1([NH:31][C:32]2[CH:41]=[CH:40][C:39]3[C:34](=[CH:35][CH:36]=[C:37]([NH:42][C:1]([N:19]4[CH2:20][CH2:21][N:16]([CH:14]([CH3:15])[CH3:13])[CH2:17][CH2:18]4)=[O:12])[CH:38]=3)[N:33]=2)[C:30]2[C:25](=[CH:26][CH:27]=[CH:28][CH:29]=2)[CH2:24][CH2:23]1. (4) Given the reactants [NH2:1][C:2]1[N:7]=[C:6]2[N:8]([CH2:20][CH3:21])[C:9]([C:11]([N:13]([CH:17]3[CH2:19][CH2:18]3)[CH:14]3[CH2:16][CH2:15]3)=[O:12])=[CH:10][C:5]2=[C:4]2[N:22]([CH3:25])[CH:23]=[N:24][C:3]=12.[H-].[Na+].Br[C:29]1[S:30][C:31]2[CH:37]=[CH:36][CH:35]=[CH:34][C:32]=2[N:33]=1, predict the reaction product. The product is: [S:30]1[C:31]2[CH:37]=[CH:36][CH:35]=[CH:34][C:32]=2[N:33]=[C:29]1[NH:1][C:2]1[N:7]=[C:6]2[N:8]([CH2:20][CH3:21])[C:9]([C:11]([N:13]([CH:17]3[CH2:19][CH2:18]3)[CH:14]3[CH2:16][CH2:15]3)=[O:12])=[CH:10][C:5]2=[C:4]2[N:22]([CH3:25])[CH:23]=[N:24][C:3]=12. (5) Given the reactants C(O)[C@@H]([C@H]([C@@H](CO)O)O)[OH:3].[OH2:11].O.O.O.O.O.[Cl-].[Cr+3:18].[Cl-].[Cl-].[OH-].[Na+].[CH2:23]([OH:32])[C@@H:24]([C@H:26]([C@@H:28]([CH2:30][OH:31])[OH:29])[OH:27])[OH:25].[Cr], predict the reaction product. The product is: [OH-:3].[CH2:23]([OH:32])[C@@H:24]([C@H:26]([C@@H:28]([CH2:30][OH:31])[OH:29])[OH:27])[OH:25].[Cr+3:18].[OH-:11].[OH-:3]. (6) The product is: [Cl:11][C:12]1[C:21]2[N:22]=[C:1]([CH2:2][CH2:3][CH3:4])[N:23]([CH2:24][C:25]3[O:29][N:28]=[C:27]([C:30]4[CH:31]=[CH:32][C:33]([F:36])=[CH:34][CH:35]=4)[CH:26]=3)[C:20]=2[C:19]2[CH:18]=[CH:17][CH:16]=[CH:15][C:14]=2[N:13]=1. Given the reactants [C:1](OC)(OC)(OC)[CH2:2][CH2:3][CH3:4].[Cl:11][C:12]1[C:21]([NH2:22])=[C:20]([NH:23][CH2:24][C:25]2[O:29][N:28]=[C:27]([C:30]3[CH:35]=[CH:34][C:33]([F:36])=[CH:32][CH:31]=3)[CH:26]=2)[C:19]2[C:14](=[CH:15][CH:16]=[CH:17][CH:18]=2)[N:13]=1, predict the reaction product. (7) Given the reactants [I:1][C:2]1[C:6]([C:7]([O:9][CH2:10][CH3:11])=[O:8])=[CH:5][NH:4][N:3]=1.C(=O)([O-])[O-].[Cs+].[Cs+].I[CH:19]([CH3:21])[CH3:20], predict the reaction product. The product is: [I:1][C:2]1[N:3]([CH:19]([CH3:21])[CH3:20])[N:4]=[CH:5][C:6]=1[C:7]([O:9][CH2:10][CH3:11])=[O:8].